The task is: Predict the reactants needed to synthesize the given product.. This data is from Full USPTO retrosynthesis dataset with 1.9M reactions from patents (1976-2016). (1) Given the product [CH2:32]([O:22][C:5]1[N:4]=[C:3]([S:2][CH3:1])[N:8]=[C:7]([C:9]([O:11][CH2:12][CH3:13])=[O:10])[C:6]=1[O:14][CH2:15][C:16]1[CH:17]=[CH:18][CH:19]=[CH:20][CH:21]=1)[CH:31]=[CH2:30], predict the reactants needed to synthesize it. The reactants are: [CH3:1][S:2][C:3]1[NH:4][C:5](=[O:22])[C:6]([O:14][CH2:15][C:16]2[CH:21]=[CH:20][CH:19]=[CH:18][CH:17]=2)=[C:7]([C:9]([O:11][CH2:12][CH3:13])=[O:10])[N:8]=1.C([O-])([O-])=O.[Cs+].[Cs+].Br[CH2:30][CH:31]=[CH2:32]. (2) The reactants are: [F:1][C:2]1[CH:7]=[CH:6][C:5]([C:8]2[O:9][C:10]3[C:11](=[C:13]([C:17]([O:19]C)=[O:18])[CH:14]=[CH:15][CH:16]=3)[N:12]=2)=[CH:4][CH:3]=1.[OH-].[Na+].O.Cl. Given the product [F:1][C:2]1[CH:3]=[CH:4][C:5]([C:8]2[O:9][C:10]3[C:11](=[C:13]([C:17]([OH:19])=[O:18])[CH:14]=[CH:15][CH:16]=3)[N:12]=2)=[CH:6][CH:7]=1, predict the reactants needed to synthesize it. (3) Given the product [Br:9][C:6]1[CH:7]=[CH:8][N:3]2[N:2]=[CH:18][C:17]([C:16]([O:20][CH2:21][CH3:22])=[O:19])=[C:4]2[CH:5]=1, predict the reactants needed to synthesize it. The reactants are: [I-].[NH2:2][N+:3]1[CH:8]=[CH:7][C:6]([Br:9])=[CH:5][CH:4]=1.C(=O)([O-])[O-].[K+].[K+].[C:16]([O:20][CH2:21][CH3:22])(=[O:19])[C:17]#[CH:18]. (4) Given the product [CH2:8]([C:6]1[S:7][C:3]([CH2:2][N:19]2[CH2:20][CH2:21][CH:16]([C:10]3[CH:15]=[CH:14][CH:13]=[CH:12][CH:11]=3)[CH2:17][CH2:18]2)=[CH:4][N:5]=1)[CH3:9], predict the reactants needed to synthesize it. The reactants are: Cl[CH2:2][C:3]1[S:7][C:6]([CH2:8][CH3:9])=[N:5][CH:4]=1.[C:10]1([CH:16]2[CH2:21][CH2:20][NH:19][CH2:18][CH2:17]2)[CH:15]=[CH:14][CH:13]=[CH:12][CH:11]=1.CCN(C(C)C)C(C)C. (5) Given the product [Cl:12][C:8]1[CH:7]=[C:6]2[C:11]([CH:2]=[CH:3][CH:4]=[N:5]2)=[CH:10][CH:9]=1, predict the reactants needed to synthesize it. The reactants are: Cl[C:2]1[C:11]2[C:6](=[CH:7][C:8]([Cl:12])=[CH:9][CH:10]=2)[N:5]=[CH:4][CH:3]=1.N#N.CN(CCN(C)C)C.[BH4-].[Na+]. (6) Given the product [CH2:1]([C:3]1[CH:4]=[C:5]([C:17]#[CH:18])[CH:6]=[C:7]2[C:12]=1[O:11][C:10]([CH3:13])([CH3:14])[CH2:9][C:8]2([CH3:16])[CH3:15])[CH3:2], predict the reactants needed to synthesize it. The reactants are: [CH2:1]([C:3]1[CH:4]=[C:5]([C:17]#[C:18][Si](C)(C)C)[CH:6]=[C:7]2[C:12]=1[O:11][C:10]([CH3:14])([CH3:13])[CH2:9][C:8]2([CH3:16])[CH3:15])[CH3:2].CO.C(=O)([O-])[O-].[K+].[K+].C(OCC)(=O)C. (7) Given the product [C:19]([O:23][C:24]([N:26]1[CH2:27][CH:28]=[C:29]([O:32][S:40]([C:43]([F:46])([F:45])[F:44])(=[O:42])=[O:41])[CH2:30][CH2:31]1)=[O:25])([CH3:22])([CH3:20])[CH3:21], predict the reactants needed to synthesize it. The reactants are: C(NC(C)C)(C)C.[Li]CCCC.CCCCCC.[C:19]([O:23][C:24]([N:26]1[CH2:31][CH2:30][C:29](=[O:32])[CH2:28][CH2:27]1)=[O:25])([CH3:22])([CH3:21])[CH3:20].C1C=CC(N([S:40]([C:43]([F:46])([F:45])[F:44])(=[O:42])=[O:41])[S:40]([C:43]([F:46])([F:45])[F:44])(=[O:42])=[O:41])=CC=1.